Dataset: Reaction yield outcomes from USPTO patents with 853,638 reactions. Task: Predict the reaction yield, written as a fraction of the theoretical maximum amount of product (1.0 means a 100% yield; for example, 0.34 means a 34% yield). (1) The reactants are [Br:1][C:2]1[C:3]([N:17]2[CH2:22][CH2:21][C:20]([CH3:24])([CH3:23])[CH2:19][CH2:18]2)=[C:4]([C@H:10]([OH:16])[C:11]([O:13][CH2:14][CH3:15])=[O:12])[C:5]([CH3:9])=[N:6][C:7]=1[CH3:8].[CH3:25][C:26](=[CH2:28])[CH3:27]. The catalyst is C(Cl)Cl. The product is [Br:1][C:2]1[C:3]([N:17]2[CH2:18][CH2:19][C:20]([CH3:23])([CH3:24])[CH2:21][CH2:22]2)=[C:4]([C@H:10]([O:16][C:26]([CH3:28])([CH3:27])[CH3:25])[C:11]([O:13][CH2:14][CH3:15])=[O:12])[C:5]([CH3:9])=[N:6][C:7]=1[CH3:8]. The yield is 0.830. (2) The reactants are [Cl:1][C:2]1[N:7]=[C:6]([C:8]2[S:12][C:11]([N:13]3[CH2:18][CH2:17][O:16][CH2:15][CH2:14]3)=[N:10][C:9]=2[C:19]2[C:20]([F:26])=[C:21]([CH:23]=[CH:24][CH:25]=2)[NH2:22])[CH:5]=[CH:4][N:3]=1.[N:27]1[CH:32]=[CH:31][CH:30]=[C:29]([S:33](Cl)(=[O:35])=[O:34])[CH:28]=1. The catalyst is N1C=CC=CC=1. The product is [Cl:1][C:2]1[N:7]=[C:6]([C:8]2[S:12][C:11]([N:13]3[CH2:14][CH2:15][O:16][CH2:17][CH2:18]3)=[N:10][C:9]=2[C:19]2[C:20]([F:26])=[C:21]([NH:22][S:33]([C:29]3[CH:28]=[N:27][CH:32]=[CH:31][CH:30]=3)(=[O:35])=[O:34])[CH:23]=[CH:24][CH:25]=2)[CH:5]=[CH:4][N:3]=1. The yield is 0.715. (3) The reactants are O.O.[Sn](Cl)Cl.[CH2:6]([N:13]1[CH:22]=[CH:21][C:20]2[C:15](=[CH:16][CH:17]=[CH:18][C:19]=2[N+:23]([O-])=O)[C:14]1=[O:26])[C:7]1[CH:12]=[CH:11][CH:10]=[CH:9][CH:8]=1.C(=O)(O)[O-].[Na+]. The catalyst is C(O)C.O. The product is [NH2:23][C:19]1[CH:18]=[CH:17][CH:16]=[C:15]2[C:20]=1[CH:21]=[CH:22][N:13]([CH2:6][C:7]1[CH:12]=[CH:11][CH:10]=[CH:9][CH:8]=1)[C:14]2=[O:26]. The yield is 0.930. (4) The catalyst is C(O)(=O)C.CC(O)C.[Fe]. The product is [NH2:8][C:6]1[CH:5]=[C:4]([Cl:11])[C:3]([S:12][C:13](=[O:17])[N:14]([CH3:16])[CH3:15])=[C:2]([Cl:1])[CH:7]=1. The reactants are [Cl:1][C:2]1[CH:7]=[C:6]([N+:8]([O-])=O)[CH:5]=[C:4]([Cl:11])[C:3]=1[S:12][C:13](=[O:17])[N:14]([CH3:16])[CH3:15].O. The yield is 0.930. (5) The reactants are [NH2:1][C:2]1[CH:3]=[C:4]([OH:11])[C:5](=[CH:9][CH:10]=1)[C:6]([OH:8])=[O:7].C(O[BH-](OC(=O)C)OC(=O)C)(=O)C.[Na+].[N+:26]([C:29]1[CH:30]=[C:31]([CH:34]=[CH:35][CH:36]=1)[CH:32]=O)([O-:28])=[O:27].[OH-].[Na+]. The catalyst is ClCCCl. The product is [OH:11][C:4]1[CH:3]=[C:2]([NH:1][CH2:32][C:31]2[CH:34]=[CH:35][CH:36]=[C:29]([N+:26]([O-:28])=[O:27])[CH:30]=2)[CH:10]=[CH:9][C:5]=1[C:6]([OH:8])=[O:7]. The yield is 0.550. (6) The catalyst is C1COCC1.CO. The product is [Cl:1][C:2]1[CH:10]=[C:9]([CH3:11])[CH:8]=[C:7]2[C:3]=1[CH2:4][CH:5]([CH3:13])[CH:6]2[O:12][CH3:18]. The reactants are [Cl:1][C:2]1[CH:10]=[C:9]([CH3:11])[CH:8]=[C:7]2[C:3]=1[CH2:4][CH:5]([CH3:13])[C:6]2=[O:12].[BH4-].[Na+].[OH-].[K+].[CH3:18]I. The yield is 0.940.